From a dataset of Catalyst prediction with 721,799 reactions and 888 catalyst types from USPTO. Predict which catalyst facilitates the given reaction. (1) Reactant: [Br:1][C:2]1[CH:3]=[C:4]([SH:9])[CH:5]=[CH:6][C:7]=1[F:8].[OH-].[Na+].I[CH2:13][CH3:14]. Product: [Br:1][C:2]1[CH:3]=[C:4]([S:9][CH2:13][CH3:14])[CH:5]=[CH:6][C:7]=1[F:8]. The catalyst class is: 5. (2) Reactant: CC1C=CC(S(O[CH2:12][CH2:13][N:14]2[CH:18]=[C:17]([I:19])[CH:16]=[N:15]2)(=O)=O)=CC=1.[CH3:20][N:21]1[CH2:26][CH2:25][NH:24][CH2:23][CH2:22]1. The catalyst class is: 10. Product: [I:19][C:17]1[CH:16]=[N:15][N:14]([CH2:13][CH2:12][N:24]2[CH2:25][CH2:26][N:21]([CH3:20])[CH2:22][CH2:23]2)[CH:18]=1. (3) Reactant: [CH3:1][O:2][N:3]1[CH2:8][CH2:7][C:6]([O:11][Si](C)(C)C)([C:9]#[N:10])[CH2:5][CH2:4]1.Cl.S([O-])(O)(=O)=O.[Na+]. Product: [OH:11][C:6]1([C:9]#[N:10])[CH2:5][CH2:4][N:3]([O:2][CH3:1])[CH2:8][CH2:7]1. The catalyst class is: 6. (4) Reactant: [Cl:1][C:2]1[CH:3]=[C:4]2[C:8](=[CH:9][CH:10]=1)[N:7]([C:11]([O:13][CH2:14][C@@:15]([OH:27])([CH3:26])[CH2:16][N:17]1[CH:21]=[C:20]([N+:22]([O-:24])=[O:23])[N:19]=[C:18]1Cl)=[O:12])[CH2:6][CH2:5]2.[H-].[Na+]. Product: [Cl:1][C:2]1[CH:3]=[C:4]2[C:8](=[CH:9][CH:10]=1)[N:7]([C:11]([O:13][CH2:14][C@:15]1([CH3:26])[O:27][C:18]3=[N:19][C:20]([N+:22]([O-:24])=[O:23])=[CH:21][N:17]3[CH2:16]1)=[O:12])[CH2:6][CH2:5]2. The catalyst class is: 3. (5) Reactant: F[P-](F)(F)(F)(F)F.N1(OC(N(C)C)=[N+](C)C)C2C=CC=CC=2N=N1.[F:25][C:26]1[CH:34]=[CH:33][C:32]([CH2:35][C:36]2[C:45]3[C:40](=[CH:41][CH:42]=[CH:43][CH:44]=3)[C:39](=[O:46])[NH:38][N:37]=2)=[CH:31][C:27]=1[C:28]([OH:30])=O.[F:47][CH2:48][CH:49]([O:52][CH:53]1[CH2:58][CH2:57][NH:56][CH2:55][CH2:54]1)[CH2:50][F:51].C(N(CC)CC)C. Product: [F:51][CH2:50][CH:49]([O:52][CH:53]1[CH2:54][CH2:55][N:56]([C:28]([C:27]2[CH:31]=[C:32]([CH:33]=[CH:34][C:26]=2[F:25])[CH2:35][C:36]2[C:45]3[C:40](=[CH:41][CH:42]=[CH:43][CH:44]=3)[C:39](=[O:46])[NH:38][N:37]=2)=[O:30])[CH2:57][CH2:58]1)[CH2:48][F:47]. The catalyst class is: 9.